This data is from Catalyst prediction with 721,799 reactions and 888 catalyst types from USPTO. The task is: Predict which catalyst facilitates the given reaction. Reactant: [NH2:1][C:2]1[N:7]=[CH:6][N:5]=[C:4]2[N:8]([CH:12]([C:14]3[C:24]4[O:23][CH2:22][CH2:21][N:20](C(OC(C)(C)C)=O)[CH2:19][C:18]=4[C:17]([C:32]#[N:33])=[C:16]([Cl:34])[CH:15]=3)[CH3:13])[N:9]=[C:10]([CH3:11])[C:3]=12. Product: [ClH:34].[ClH:34].[NH2:1][C:2]1[N:7]=[CH:6][N:5]=[C:4]2[N:8]([CH:12]([C:14]3[CH:15]=[C:16]([Cl:34])[C:17]([C:32]#[N:33])=[C:18]4[C:24]=3[O:23][CH2:22][CH2:21][NH:20][CH2:19]4)[CH3:13])[N:9]=[C:10]([CH3:11])[C:3]=12. The catalyst class is: 89.